This data is from Full USPTO retrosynthesis dataset with 1.9M reactions from patents (1976-2016). The task is: Predict the reactants needed to synthesize the given product. (1) Given the product [NH2:1][C:2]1[CH:11]=[CH:10][C:9]2[C:8]3[C:12]4[NH:19][CH2:18][C@@H:17]([CH3:27])[NH:16][C:15](=[O:28])[C:13]=4[S:14][C:7]=3[CH:6]=[CH:5][C:4]=2[N:3]=1, predict the reactants needed to synthesize it. The reactants are: [NH2:1][C:2]1[CH:11]=[CH:10][C:9]2[C:8]3[C:12]4[N:19](C(OC(C)(C)C)=O)[CH2:18][C@@H:17]([CH3:27])[NH:16][C:15](=[O:28])[C:13]=4[S:14][C:7]=3[CH:6]=[CH:5][C:4]=2[N:3]=1.FC(F)(F)C(O)=O. (2) Given the product [Cl:2][C:3]1[N:8]=[CH:7][N:6]=[C:5]([NH:9][C:10]2[CH:18]=[CH:17][C:13]([C:14]([O:32][CH3:31])=[O:15])=[CH:12][CH:11]=2)[CH:4]=1, predict the reactants needed to synthesize it. The reactants are: Cl.[Cl:2][C:3]1[N:8]=[CH:7][N:6]=[C:5]([NH:9][C:10]2[CH:18]=[CH:17][C:13]([C:14](Cl)=[O:15])=[CH:12][CH:11]=2)[CH:4]=1.ClC1N=CN=C(NC2C=CC([C:31](O)=[O:32])=CC=2)C=1.